Dataset: Full USPTO retrosynthesis dataset with 1.9M reactions from patents (1976-2016). Task: Predict the reactants needed to synthesize the given product. (1) Given the product [CH:9]12[NH:8][CH:13]([CH2:14][CH2:15]1)[CH2:12][C:11]([C:17]1[C:25]3[C:20](=[CH:21][CH:22]=[CH:23][CH:24]=3)[NH:19][CH:18]=1)=[CH:10]2, predict the reactants needed to synthesize it. The reactants are: C(OC([N:8]1[CH:13]2[CH2:14][CH2:15][CH:9]1[CH2:10][C:11]([C:17]1[C:25]3[C:20](=[CH:21][CH:22]=[CH:23][CH:24]=3)[N:19]([Si](C(C)(C)C)(C)C)[CH:18]=1)(O)[CH2:12]2)=O)(C)(C)C.C(O)(C(F)(F)F)=O.C([O-])(O)=O.[Na+]. (2) The reactants are: [H-].[H-].[H-].[H-].[Li+].[Al+3].[C:7]([C:11]1[CH:12]=[C:13]2[C:18](=[CH:19][CH:20]=1)[O:17][C:16](=[O:21])[CH2:15][C:14]2([CH3:23])[CH3:22])([CH3:10])([CH3:9])[CH3:8]. Given the product [C:7]([C:11]1[CH:20]=[CH:19][C:18]([OH:17])=[C:13]([C:14]([CH3:23])([CH3:22])[CH2:15][CH2:16][OH:21])[CH:12]=1)([CH3:10])([CH3:8])[CH3:9], predict the reactants needed to synthesize it. (3) Given the product [CH2:24]([O:23][C:17](=[O:22])[CH:18]=[C:19]([NH:16][C:11]1[CH:12]=[CH:13][C:14]([F:15])=[C:9]([O:8][CH2:1][C:2]2[CH:3]=[CH:4][CH:5]=[CH:6][CH:7]=2)[CH:10]=1)[CH3:21])[CH3:25], predict the reactants needed to synthesize it. The reactants are: [CH2:1]([O:8][C:9]1[CH:10]=[C:11]([NH2:16])[CH:12]=[CH:13][C:14]=1[F:15])[C:2]1[CH:7]=[CH:6][CH:5]=[CH:4][CH:3]=1.[C:17]([O:23][CH2:24][CH3:25])(=[O:22])[CH2:18][C:19]([CH3:21])=O.O.C([O-])(O)=O.[Na+]. (4) The reactants are: [Cl:1][C:2]1[CH:7]=[CH:6][CH:5]=[C:4]([Cl:8])[C:3]=1[N:9]=[C:10]=[O:11].[NH2:12][C:13]1[C:22]2[C:17](=[CH:18][C:19]([O:25][CH3:26])=[C:20]([O:23][CH3:24])[CH:21]=2)[N:16]=[CH:15][N:14]=1. Given the product [Cl:1][C:2]1[CH:7]=[CH:6][CH:5]=[C:4]([Cl:8])[C:3]=1[NH:9][C:10]([NH:12][C:13]1[C:22]2[C:17](=[CH:18][C:19]([O:25][CH3:26])=[C:20]([O:23][CH3:24])[CH:21]=2)[N:16]=[CH:15][N:14]=1)=[O:11], predict the reactants needed to synthesize it. (5) Given the product [Br:1][C:2]1[S:3][CH:4]=[C:5]([NH:45][C:20]([NH:42][C:40]2[CH:39]=[CH:38][CH:37]=[C:36]([CH2:35][N:29]3[CH2:30][CH2:31][CH2:32][CH2:33][CH2:34]3)[N:41]=2)=[O:19])[N:6]=1, predict the reactants needed to synthesize it. The reactants are: [Br:1][C:2]1[S:3][CH:4]=[C:5](C(O)=O)[N:6]=1.P(N=[N+]=[N-])([O:19][C:20]1C=CC=CC=1)(OC1C=CC=CC=1)=O.[N:29]1([CH2:35][C:36]2[N:41]=[C:40]([NH2:42])[CH:39]=[CH:38][CH:37]=2)[CH2:34][CH2:33][CH2:32][CH2:31][CH2:30]1.CC#[N:45]. (6) Given the product [CH:1]1([C:4]2[N:8]([CH2:9][C:10]3[C:11]([F:20])=[CH:12][C:13]([O:17][CH2:18][CH3:19])=[CH:14][C:15]=3[F:16])[N:7]=[C:6]([C:21]3[N:26]=[C:25]([NH:27][C:28]4[CH:29]=[CH:30][N:31]=[CH:32][CH:33]=4)[C:24]([O:34][CH2:43][CH2:44][CH2:45][S:46][CH3:47])=[CH:23][N:22]=3)[C:5]=2[CH3:35])[CH2:3][CH2:2]1, predict the reactants needed to synthesize it. The reactants are: [CH:1]1([C:4]2[N:8]([CH2:9][C:10]3[C:15]([F:16])=[CH:14][C:13]([O:17][CH2:18][CH3:19])=[CH:12][C:11]=3[F:20])[N:7]=[C:6]([C:21]3[N:26]=[C:25]([NH:27][C:28]4[CH:33]=[CH:32][N:31]=[CH:30][CH:29]=4)[C:24]([OH:34])=[CH:23][N:22]=3)[C:5]=2[CH3:35])[CH2:3][CH2:2]1.C(=O)([O-])[O-].[K+].[K+].Cl[CH2:43][CH2:44][CH2:45][S:46][CH3:47]. (7) Given the product [NH2:1][C:2]1[CH:7]=[C:6]([O:8][CH3:9])[C:5]([Br:10])=[CH:4][C:3]=1[CH:11]=[O:12], predict the reactants needed to synthesize it. The reactants are: [NH2:1][C:2]1[CH:7]=[C:6]([O:8][CH3:9])[C:5]([Br:10])=[CH:4][C:3]=1[CH2:11][OH:12].